From a dataset of Full USPTO retrosynthesis dataset with 1.9M reactions from patents (1976-2016). Predict the reactants needed to synthesize the given product. (1) Given the product [F:14][C:11]([F:13])([F:12])[C:8]1[CH:7]=[CH:6][C:5]([CH2:4][N:1]2[CH:18]=[C:17]([CH2:16][CH2:15][OH:19])[N:3]=[N:2]2)=[CH:10][CH:9]=1, predict the reactants needed to synthesize it. The reactants are: [N:1]([CH2:4][C:5]1[CH:10]=[CH:9][C:8]([C:11]([F:14])([F:13])[F:12])=[CH:7][CH:6]=1)=[N+:2]=[N-:3].[C:15]([OH:19])#[C:16][CH2:17][CH3:18].O=C1O[C@H]([C@H](CO)O)C([O-])=C1O.[Na+]. (2) Given the product [CH:2]([C:3]1[CH:4]=[C:5]([NH:10][C:11](=[O:26])[C:12]2[CH:13]=[CH:14][C:15]([CH2:18][N:19]3[CH2:24][CH2:23][N:22]([CH3:25])[CH2:21][CH2:20]3)=[CH:16][CH:17]=2)[CH:6]=[CH:7][C:8]=1[CH3:9])=[O:1], predict the reactants needed to synthesize it. The reactants are: [OH:1][CH2:2][C:3]1[CH:4]=[C:5]([NH:10][C:11](=[O:26])[C:12]2[CH:17]=[CH:16][C:15]([CH2:18][N:19]3[CH2:24][CH2:23][N:22]([CH3:25])[CH2:21][CH2:20]3)=[CH:14][CH:13]=2)[CH:6]=[CH:7][C:8]=1[CH3:9].CC(OI1(OC(C)=O)(OC(C)=O)OC(=O)C2C=CC=CC1=2)=O. (3) The reactants are: [OH:1][C:2]1[CH:10]=[C:9]([C:11]([CH3:14])([CH3:13])[CH3:12])[CH:8]=[CH:7][C:3]=1[C:4]([OH:6])=[O:5].[CH2:15](Br)[C:16]1[CH:21]=[CH:20][CH:19]=[CH:18][CH:17]=1.C(=O)([O-])[O-].[Cs+].[Cs+].[I-].[Na+]. Given the product [CH2:15]([O:5][C:4](=[O:6])[C:3]1[CH:7]=[CH:8][C:9]([C:11]([CH3:14])([CH3:13])[CH3:12])=[CH:10][C:2]=1[O:1][CH2:4][C:3]1[CH:7]=[CH:8][CH:9]=[CH:10][CH:2]=1)[C:16]1[CH:21]=[CH:20][CH:19]=[CH:18][CH:17]=1, predict the reactants needed to synthesize it.